This data is from Catalyst prediction with 721,799 reactions and 888 catalyst types from USPTO. The task is: Predict which catalyst facilitates the given reaction. (1) Reactant: [Cl:1][C:2]1[CH:7]=[CH:6][C:5]([NH:8][C:9]([N:11]2[C@H:20]([C:21]([OH:23])=O)[CH2:19][C:18]3[C:13](=[CH:14][C:15]([O:26][CH3:27])=[C:16]([O:24][CH3:25])[CH:17]=3)[CH2:12]2)=[O:10])=[CH:4][CH:3]=1.[N:28]1([N:33]=[C:34]2[CH:39]=[CH:38][C:37]([NH2:40])=[CH:36][CH2:35]2)[CH2:32][CH2:31][CH2:30][CH2:29]1.C(Cl)CCl. Product: [N:28]1([N:33]=[C:34]2[CH:35]=[CH:36][C:37]([NH:40][C:21]([C@@H:20]3[CH2:19][C:18]4[C:13](=[CH:14][C:15]([O:26][CH3:27])=[C:16]([O:24][CH3:25])[CH:17]=4)[CH2:12][N:11]3[C:9]([NH:8][C:5]3[CH:4]=[CH:3][C:2]([Cl:1])=[CH:7][CH:6]=3)=[O:10])=[O:23])=[CH:38][CH2:39]2)[CH2:29][CH2:30][CH2:31][CH2:32]1. The catalyst class is: 18. (2) Reactant: [N+:1]([C:4]1[CH:9]=[CH:8][C:7](/[CH:10]=[CH:11]/[C:12]([C:14]2[N:19]=[C:18]([CH2:20][NH:21][C:22](=[O:24])[CH3:23])[CH:17]=[CH:16][CH:15]=2)=[O:13])=[CH:6][CH:5]=1)([O-])=O.[H][H]. Product: [NH2:1][C:4]1[CH:9]=[CH:8][C:7]([CH2:10][CH2:11][CH:12]([C:14]2[N:19]=[C:18]([CH2:20][NH:21][C:22](=[O:24])[CH3:23])[CH:17]=[CH:16][CH:15]=2)[OH:13])=[CH:6][CH:5]=1. The catalyst class is: 541. (3) Reactant: [CH2:1]=[C:2]1[CH2:9][CH:8]2[CH2:10][CH:4]([CH2:5][C:6](=O)[CH2:7]2)[CH2:3]1.[OH:12][NH2:13].Cl. Product: [CH2:1]=[C:2]1[CH2:9][CH:8]2[CH2:10][CH:4]([CH2:5][C:6](=[N:13][OH:12])[CH2:7]2)[CH2:3]1. The catalyst class is: 17. (4) Reactant: C(=O)([O-])[O-].[Na+].[Na+].[CH2:7]([O:11][C:12]1[CH:17]=[CH:16][C:15](B(O)O)=[CH:14][CH:13]=1)[CH2:8][CH2:9][CH3:10].Br[C:22]1[C:23]([NH2:28])=[N:24][CH:25]=[CH:26][CH:27]=1. Product: [CH2:7]([O:11][C:12]1[CH:17]=[CH:16][C:15]([C:22]2[C:23]([NH2:28])=[N:24][CH:25]=[CH:26][CH:27]=2)=[CH:14][CH:13]=1)[CH2:8][CH2:9][CH3:10]. The catalyst class is: 108. (5) Reactant: O[CH:2]([C:16]1[CH:21]=[CH:20][CH:19]=[CH:18][C:17]=1[S:22]([C:25]1[CH:30]=[CH:29][CH:28]=[CH:27][CH:26]=1)(=[O:24])=[O:23])[C:3]1[C:11]2[C:10](=[O:12])[CH2:9][C:8]([CH3:14])([CH3:13])[CH2:7][C:6]=2[NH:5][C:4]=1[CH3:15].FC(F)(F)S(O[Si](C)(C)C)(=O)=O.C([SiH](CC)CC)C. Product: [CH3:15][C:4]1[NH:5][C:6]2[CH2:7][C:8]([CH3:14])([CH3:13])[CH2:9][C:10](=[O:12])[C:11]=2[C:3]=1[CH2:2][C:16]1[CH:21]=[CH:20][CH:19]=[CH:18][C:17]=1[S:22]([C:25]1[CH:30]=[CH:29][CH:28]=[CH:27][CH:26]=1)(=[O:24])=[O:23]. The catalyst class is: 2.